This data is from Forward reaction prediction with 1.9M reactions from USPTO patents (1976-2016). The task is: Predict the product of the given reaction. (1) The product is: [Cl:1][CH2:2][C:3]1[CH:4]=[CH:5][C:6]([C:9]2[C:13]([C:14]([OH:16])=[O:15])=[CH:12][O:11][N:10]=2)=[CH:7][CH:8]=1. Given the reactants [Cl:1][CH2:2][C:3]1[CH:8]=[CH:7][C:6]([C:9]2[C:13]([C:14]([O:16]C)=[O:15])=[CH:12][O:11][N:10]=2)=[CH:5][CH:4]=1.O.[OH-].[Li+], predict the reaction product. (2) Given the reactants C[O:2][C:3]([C:5]1([NH:8][C:9]([C@H:11]2[C@H:15]([C:16]3[CH:21]=[CH:20][CH:19]=[C:18]([Cl:22])[C:17]=3[F:23])[C@:14]([C:26]3[CH:31]=[CH:30][C:29]([Cl:32])=[CH:28][C:27]=3[F:33])([C:24]#[N:25])[C@H:13]([CH2:34][C:35]([CH3:38])([CH3:37])[CH3:36])[NH:12]2)=[O:10])[CH2:7][CH2:6]1)=[O:4].[Li+].[OH-], predict the reaction product. The product is: [Cl:22][C:18]1[C:17]([F:23])=[C:16]([C@@H:15]2[C@:14]([C:26]3[CH:31]=[CH:30][C:29]([Cl:32])=[CH:28][C:27]=3[F:33])([C:24]#[N:25])[C@H:13]([CH2:34][C:35]([CH3:38])([CH3:37])[CH3:36])[NH:12][C@H:11]2[C:9]([NH:8][C:5]2([C:3]([OH:4])=[O:2])[CH2:6][CH2:7]2)=[O:10])[CH:21]=[CH:20][CH:19]=1. (3) Given the reactants [CH3:1][O:2][C:3]([C:5]1[CH:6]=[C:7]2[C:11](=[CH:12][CH:13]=1)[NH:10][C:9]([C:14]([OH:16])=[O:15])=[CH:8]2)=[O:4], predict the reaction product. The product is: [CH3:1][O:2][C:3]([C:5]1[CH:6]=[C:7]2[C:11](=[CH:12][CH:13]=1)[NH:10][C:9]([C:14]([O:16][C:5]([CH3:6])([CH3:13])[CH3:3])=[O:15])=[CH:8]2)=[O:4]. (4) Given the reactants Cl[C:2]1[CH:7]=[CH:6][N:5]2[C:8]([C:11]3[CH:12]=[C:13]([NH:17][C:18]([NH:20][CH2:21][CH3:22])=[O:19])[CH:14]=[CH:15][CH:16]=3)=[CH:9][N:10]=[C:4]2[CH:3]=1.[CH3:23][N:24]1[CH:28]=[C:27](B2OC(C)(C)C(C)(C)O2)[CH:26]=[N:25]1.C(=O)([O-])[O-].[K+].[K+], predict the reaction product. The product is: [CH2:21]([NH:20][C:18]([NH:17][C:13]1[CH:14]=[CH:15][CH:16]=[C:11]([C:8]2[N:5]3[CH:6]=[CH:7][C:2]([C:27]4[CH:26]=[N:25][N:24]([CH3:23])[CH:28]=4)=[CH:3][C:4]3=[N:10][CH:9]=2)[CH:12]=1)=[O:19])[CH3:22].